Task: Predict the product of the given reaction.. Dataset: Forward reaction prediction with 1.9M reactions from USPTO patents (1976-2016) (1) The product is: [CH3:29][C:26]1[S:27][CH:28]=[C:24]([CH:21]2[CH2:22][CH2:23][CH:18]([NH2:17])[CH2:19][CH2:20]2)[N:25]=1. Given the reactants C1C2C(COC(=O)[NH:17][CH:18]3[CH2:23][CH2:22][CH:21]([C:24]4[N:25]=[C:26]([CH3:29])[S:27][CH:28]=4)[CH2:20][CH2:19]3)C3C(=CC=CC=3)C=2C=CC=1.C(NCC)C, predict the reaction product. (2) Given the reactants Cl.[CH:2]1([CH2:5][O:6][C:7]2[CH:12]=[CH:11][C:10]([CH:13]([CH3:15])[CH3:14])=[CH:9][C:8]=2[C:16]2[C:17]3[NH:24][C:23]([CH3:25])=[C:22]([C:26]([NH:28][CH:29]4[CH2:34][CH2:33][NH:32][CH2:31][CH2:30]4)=[O:27])[C:18]=3[N:19]=[CH:20][N:21]=2)[CH2:4][CH2:3]1.C([O:38][C@@H:39]([CH3:43])[C:40](Cl)=[O:41])(=O)C, predict the reaction product. The product is: [CH:2]1([CH2:5][O:6][C:7]2[CH:12]=[CH:11][C:10]([CH:13]([CH3:15])[CH3:14])=[CH:9][C:8]=2[C:16]2[C:17]3[NH:24][C:23]([CH3:25])=[C:22]([C:26]([NH:28][CH:29]4[CH2:30][CH2:31][N:32]([C:40](=[O:41])[C@@H:39]([OH:38])[CH3:43])[CH2:33][CH2:34]4)=[O:27])[C:18]=3[N:19]=[CH:20][N:21]=2)[CH2:4][CH2:3]1.